From a dataset of Catalyst prediction with 721,799 reactions and 888 catalyst types from USPTO. Predict which catalyst facilitates the given reaction. Reactant: [NH2:1][C:2]1[CH:3]=[C:4]2[C:9](=[C:10]([CH3:12])[CH:11]=1)[N:8]=[CH:7][C:6]([C:13]#[N:14])=[C:5]2[NH:15][C:16]1[CH:21]=[CH:20][CH:19]=[C:18]([Br:22])[CH:17]=1.[N:23]1([CH2:29][CH:30]=O)[CH2:28][CH2:27][O:26][CH2:25][CH2:24]1.[BH3-]C#N.[Na+]. Product: [Br:22][C:18]1[CH:17]=[C:16]([NH:15][C:5]2[C:4]3[C:9](=[C:10]([CH3:12])[CH:11]=[C:2]([NH:1][CH2:30][CH2:29][N:23]4[CH2:28][CH2:27][O:26][CH2:25][CH2:24]4)[CH:3]=3)[N:8]=[CH:7][C:6]=2[C:13]#[N:14])[CH:21]=[CH:20][CH:19]=1. The catalyst class is: 14.